From a dataset of Catalyst prediction with 721,799 reactions and 888 catalyst types from USPTO. Predict which catalyst facilitates the given reaction. (1) Reactant: [O:1]1[C:5]2[CH:6]=[CH:7][CH:8]=[CH:9][C:4]=2[CH:3]=[C:2]1[C:10]1[N:14]2[N:15]=[C:16](Cl)[CH:17]=[CH:18][C:13]2=[N:12][CH:11]=1.[NH2:20][CH2:21][CH:22]([OH:30])[CH2:23][N:24]1[CH2:29][CH2:28][CH2:27][CH2:26][CH2:25]1. Product: [O:1]1[C:5]2[CH:6]=[CH:7][CH:8]=[CH:9][C:4]=2[CH:3]=[C:2]1[C:10]1[N:14]2[N:15]=[C:16]([NH:20][CH2:21][CH:22]([OH:30])[CH2:23][N:24]3[CH2:25][CH2:26][CH2:27][CH2:28][CH2:29]3)[CH:17]=[CH:18][C:13]2=[N:12][CH:11]=1. The catalyst class is: 51. (2) Reactant: [Br:1][C:2]1[NH:10][C:9]2[C:8](=[O:11])[NH:7][CH:6]=[N:5][C:4]=2[C:3]=1[C:12]#[N:13].CCN(C(C)C)C(C)C.Br[CH2:24][C:25]#[C:26][CH3:27]. Product: [Br:1][C:2]1[N:10]([CH2:24][C:25]#[C:26][CH3:27])[C:9]2[C:8](=[O:11])[NH:7][CH:6]=[N:5][C:4]=2[C:3]=1[C:12]#[N:13]. The catalyst class is: 3. (3) Reactant: [NH:1]1[C:9]2[C:4](=[CH:5][CH:6]=[CH:7][CH:8]=2)[C:3]([CH:10]2[C:15](=[O:16])[CH2:14][C:13]([CH3:18])([CH3:17])[CH2:12][C:11]2=O)=[CH:2]1.[NH2:20][C:21]1C=CC(OC)=CC=1C(O)=O.[C:32](O)(=[O:40])C1C(=CC=CC=1)N. Product: [CH3:32][O:40][C:6]1[CH:7]=[CH:8][C:9]2[NH:1][C:2]3[CH:21]=[N:20][C:11]4[CH2:12][C:13]([CH3:17])([CH3:18])[CH2:14][C:15](=[O:16])[C:10]=4[C:3]=3[C:4]=2[CH:5]=1. The catalyst class is: 11. (4) Reactant: [CH2:1]([N:8]1[CH:12]=[C:11]([C:13]2[CH:18]=[C:17]([F:19])[CH:16]=[CH:15][C:14]=2[F:20])[N:10]=[C:9]1[C@@H:21]([CH:44]1[CH2:49][CH2:48][O:47][CH2:46][CH2:45]1)[N:22]([CH2:30][C@H:31]1[C@@H:35]([F:36])[CH2:34][N:33]([C:37]([O:39][C:40]([CH3:43])([CH3:42])[CH3:41])=[O:38])[CH2:32]1)[C:23]([NH:25][C@@H:26]([CH3:29])[CH2:27][OH:28])=[O:24])[C:2]1[CH:7]=[CH:6][CH:5]=[CH:4][CH:3]=1.N1C=CC=CC=1.[CH3:56][C:57]1[CH:62]=[CH:61][C:60]([S:63](Cl)(=[O:65])=[O:64])=[CH:59][CH:58]=1. Product: [CH2:1]([N:8]1[CH:12]=[C:11]([C:13]2[CH:18]=[C:17]([F:19])[CH:16]=[CH:15][C:14]=2[F:20])[N:10]=[C:9]1[C@@H:21]([CH:44]1[CH2:49][CH2:48][O:47][CH2:46][CH2:45]1)[N:22]([CH2:30][C@H:31]1[C@@H:35]([F:36])[CH2:34][N:33]([C:37]([O:39][C:40]([CH3:41])([CH3:43])[CH3:42])=[O:38])[CH2:32]1)[C:23]([NH:25][C@@H:26]([CH3:29])[CH2:27][O:28][S:63]([C:60]1[CH:61]=[CH:62][C:57]([CH3:56])=[CH:58][CH:59]=1)(=[O:65])=[O:64])=[O:24])[C:2]1[CH:7]=[CH:6][CH:5]=[CH:4][CH:3]=1. The catalyst class is: 2. (5) Reactant: Cl[C:2]1[CH:3]=[C:4]([O:13][CH2:14][C:15]23[CH2:22][CH2:21][C:18](/[CH:23]=[CH:24]/[C:25]([OH:27])=[O:26])([CH2:19][CH2:20]2)[CH2:17][CH2:16]3)[C:5]2[O:9][C:8]([CH3:11])([CH3:10])[CH2:7][C:6]=2[CH:12]=1. Product: [CH3:10][C:8]1([CH3:11])[CH2:7][C:6]2[CH:12]=[CH:2][CH:3]=[C:4]([O:13][CH2:14][C:15]34[CH2:22][CH2:21][C:18]([CH2:23][CH2:24][C:25]([OH:27])=[O:26])([CH2:19][CH2:20]3)[CH2:17][CH2:16]4)[C:5]=2[O:9]1. The catalyst class is: 99. (6) Reactant: C(N(CC)CC)C.[NH:8]1[CH2:13][CH2:12][CH:11]([NH:14][C:15]2[CH:16]=[C:17]3[C:21](=[CH:22][CH:23]=2)[NH:20][N:19]=[CH:18]3)[CH2:10][CH2:9]1.[C:24](Cl)(=[O:26])[CH3:25].[OH-].[Na+]. Product: [C:24]([N:8]1[CH2:9][CH2:10][CH:11]([NH:14][C:15]2[CH:16]=[C:17]3[C:21](=[CH:22][CH:23]=2)[NH:20][N:19]=[CH:18]3)[CH2:12][CH2:13]1)(=[O:26])[CH3:25]. The catalyst class is: 7.